This data is from Catalyst prediction with 721,799 reactions and 888 catalyst types from USPTO. The task is: Predict which catalyst facilitates the given reaction. (1) Reactant: [NH:1]1[C:5]([N:6]2[C:14]3[CH:13]=[CH:12][N:11]=[CH:10][C:9]=3[N:8]=[N:7]2)=[CH:4][CH:3]=[N:2]1.Br[CH2:16][CH2:17][F:18].C([O-])([O-])=O.[Cs+].[Cs+]. Product: [F:18][CH2:17][CH2:16][N:2]1[CH:3]=[CH:4][C:5]([N:6]2[C:14]3[CH:13]=[CH:12][N:11]=[CH:10][C:9]=3[N:8]=[N:7]2)=[N:1]1. The catalyst class is: 3. (2) Reactant: [Br:1][C:2]1[C:3](Cl)=[CH:4][C:5]([C:8]([O:10]C)=[O:9])=[N:6][CH:7]=1.[OH-].[Na+].[ClH:15]. Product: [Br:1][C:2]1[CH:3]=[CH:4][C:5]([C:8]([OH:10])=[O:9])=[N:6][C:7]=1[Cl:15]. The catalyst class is: 36. (3) Reactant: [C:1]([O:5][C:6]([N:8]1[CH2:13][CH:12]=[CH:11][CH2:10][CH:9]1[C:14]1[CH:19]=[CH:18][C:17](Br)=[CH:16][CH:15]=1)=[O:7])([CH3:4])([CH3:3])[CH3:2].C(Cl)(Cl)Cl.P(C(C)(C)C)(C(C)(C)C)C(C)(C)C.C[Si]([N-:42][Si](C)(C)C)(C)C.[K+].[Br-]. Product: [C:1]([O:5][C:6]([N:8]1[CH2:13][CH:12]=[CH:11][CH2:10][CH:9]1[C:14]1[CH:19]=[CH:18][C:17]([NH2:42])=[CH:16][CH:15]=1)=[O:7])([CH3:4])([CH3:3])[CH3:2]. The catalyst class is: 101. (4) Reactant: B(Cl)([C@H]1[C@H](C)C2C(C)(C)C(CC2)C1)[C@H]1[C@H](C)C2C(C)(C)C(CC2)C1.[Cl:25][C:26]1[CH:31]=[C:30]([Cl:32])[CH:29]=[CH:28][C:27]=1[C:33]1[CH:38]=[CH:37][C:36]([C:39](=[O:45])[CH2:40][CH2:41][CH2:42][CH:43]=[CH2:44])=[CH:35][CH:34]=1. Product: [Cl:25][C:26]1[CH:31]=[C:30]([Cl:32])[CH:29]=[CH:28][C:27]=1[C:33]1[CH:38]=[CH:37][C:36]([C@@H:39]([OH:45])[CH2:40][CH2:41][CH2:42][CH:43]=[CH2:44])=[CH:35][CH:34]=1. The catalyst class is: 28. (5) Reactant: [C:1]1([S:7][C:8]2[CH:9]=[C:10]([CH:23]=[CH:24][CH:25]=2)[CH2:11][N:12]2C(=O)C3C(=CC=CC=3)C2=O)[CH:6]=[CH:5][CH:4]=[CH:3][CH:2]=1.O.NN.O. Product: [C:1]1([S:7][C:8]2[CH:9]=[C:10]([CH:23]=[CH:24][CH:25]=2)[CH2:11][NH2:12])[CH:6]=[CH:5][CH:4]=[CH:3][CH:2]=1. The catalyst class is: 8. (6) Reactant: [F:1][C:2]1[C:7]([OH:8])=[C:6]([F:9])[C:5]([F:10])=[C:4]([F:11])[C:3]=1[F:12].N1C=CC=CC=1.Cl[C:20](=[O:25])[C:21]([O:23][CH3:24])=[O:22]. Product: [C:20]([O:8][C:7]1[C:2]([F:1])=[C:3]([F:12])[C:4]([F:11])=[C:5]([F:10])[C:6]=1[F:9])(=[O:25])[C:21]([O:23][CH3:24])=[O:22]. The catalyst class is: 11. (7) Reactant: COC([N:5]1[CH2:9][CH:8]([C:10]2[C:18]3[C:13](=[CH:14][C:15]([F:19])=[CH:16][CH:17]=3)[NH:12][CH:11]=2)[CH:7]2[N:20]([C:23](=[O:39])[CH:24]([NH:31][C:32]([O:34][C:35]([CH3:38])([CH3:37])[CH3:36])=[O:33])[CH:25]3[CH2:30][CH2:29][CH2:28][CH2:27][CH2:26]3)[CH2:21][CH2:22][CH:6]12)=O.C([O-])([O-])=O.[K+].[K+].Br[CH2:47][C:48]([O:50][CH2:51][CH3:52])=[O:49]. Product: [CH2:51]([O:50][C:48](=[O:49])[CH2:47][N:5]1[CH2:9][CH:8]([C:10]2[C:18]3[C:13](=[CH:14][C:15]([F:19])=[CH:16][CH:17]=3)[NH:12][CH:11]=2)[CH:7]2[N:20]([C:23](=[O:39])[CH:24]([NH:31][C:32]([O:34][C:35]([CH3:36])([CH3:38])[CH3:37])=[O:33])[CH:25]3[CH2:30][CH2:29][CH2:28][CH2:27][CH2:26]3)[CH2:21][CH2:22][CH:6]12)[CH3:52]. The catalyst class is: 47.